Dataset: Forward reaction prediction with 1.9M reactions from USPTO patents (1976-2016). Task: Predict the product of the given reaction. (1) Given the reactants [OH:1][CH2:2][C:3]1[CH:20]=[CH:19][C:6]2[NH:7][C:8]([S:10][CH2:11][C:12]3[N:17]=[C:16]([NH2:18])[CH:15]=[CH:14][CH:13]=3)=[N:9][C:5]=2[CH:4]=1.[OH2:21], predict the reaction product. The product is: [OH:1][CH2:2][C:3]1[CH:20]=[CH:19][C:6]2[NH:7][C:8]([S:10]([CH2:11][C:12]3[N:17]=[C:16]([NH2:18])[CH:15]=[CH:14][CH:13]=3)=[O:21])=[N:9][C:5]=2[CH:4]=1. (2) Given the reactants [CH2:1]([C:5]1[O:6][C:7]2[CH:34]=[CH:33][CH:32]=[CH:31][C:8]=2[C:9]=1[C:10]1[O:11][C:12]([C:15]2[CH:16]=[C:17]3[C:22](=[CH:23][CH:24]=2)[CH:21]=[C:20]([O:25][CH2:26][C:27]([O:29]C)=[O:28])[CH:19]=[CH:18]3)=[CH:13][N:14]=1)[CH2:2][CH2:3][CH3:4].[OH-].[Na+].Cl, predict the reaction product. The product is: [CH2:1]([C:5]1[O:6][C:7]2[CH:34]=[CH:33][CH:32]=[CH:31][C:8]=2[C:9]=1[C:10]1[O:11][C:12]([C:15]2[CH:16]=[C:17]3[C:22](=[CH:23][CH:24]=2)[CH:21]=[C:20]([O:25][CH2:26][C:27]([OH:29])=[O:28])[CH:19]=[CH:18]3)=[CH:13][N:14]=1)[CH2:2][CH2:3][CH3:4]. (3) The product is: [Cl:37][C:33]1[CH:34]=[CH:35][CH:36]=[C:31]([Cl:30])[C:32]=1[C:38]1[C:42]([CH2:43][O:44][C:45]2[N:50]=[C:49]([C:51]([F:53])([F:54])[F:52])[C:48]([N:55]([CH2:57][C:58]3[CH:59]=[CH:60][C:61]([C:62]([O:64][CH2:70][CH2:71][OH:72])=[O:63])=[CH:65][CH:66]=3)[CH3:56])=[CH:47][CH:46]=2)=[C:41]([CH:67]([CH3:69])[CH3:68])[O:40][N:39]=1. Given the reactants CN(C(ON1N=NC2C=CC=CC1=2)=[N+](C)C)C.[B-](F)(F)(F)F.C(N(CC)CC)C.[Cl:30][C:31]1[CH:36]=[CH:35][CH:34]=[C:33]([Cl:37])[C:32]=1[C:38]1[C:42]([CH2:43][O:44][C:45]2[N:50]=[C:49]([C:51]([F:54])([F:53])[F:52])[C:48]([N:55]([CH2:57][C:58]3[CH:66]=[CH:65][C:61]([C:62]([OH:64])=[O:63])=[CH:60][CH:59]=3)[CH3:56])=[CH:47][CH:46]=2)=[C:41]([CH:67]([CH3:69])[CH3:68])[O:40][N:39]=1.[CH2:70](O)[CH2:71][OH:72], predict the reaction product. (4) Given the reactants [Br:1][C:2]1[CH:3]=[C:4]2[C:8](=[CH:9][CH:10]=1)[C:7](=[C:11]([C:15]#[N:16])C([O-])=O)[CH2:6][CH2:5]2.[C-:17]#[N:18].[K+], predict the reaction product. The product is: [Br:1][C:2]1[CH:3]=[C:4]2[C:8](=[CH:9][CH:10]=1)[C:7]([CH2:11][C:15]#[N:16])([C:17]#[N:18])[CH2:6][CH2:5]2. (5) Given the reactants [NH2:1][C:2]([NH2:4])=[S:3].Br[CH2:6][C:7](=O)[C:8]([F:11])([F:10])[F:9], predict the reaction product. The product is: [F:9][C:8]([F:11])([F:10])[C:7]1[N:1]=[C:2]([NH2:4])[S:3][CH:6]=1. (6) Given the reactants [F:1][C:2]1[CH:3]=[C:4]([C:12]2[O:16][N:15]=[C:14]([C:17](OCC)=[O:18])[CH:13]=2)[CH:5]=[CH:6][C:7]=1[C:8]([F:11])([F:10])[F:9].[H-].[Al+3].[Li+].[H-].[H-].[H-], predict the reaction product. The product is: [F:1][C:2]1[CH:3]=[C:4]([C:12]2[O:16][N:15]=[C:14]([CH2:17][OH:18])[CH:13]=2)[CH:5]=[CH:6][C:7]=1[C:8]([F:10])([F:9])[F:11]. (7) Given the reactants [H-].[Al+3].[Li+].[H-].[H-].[H-].[CH2:7]([N:14]1[CH2:19][CH2:18][O:17][C:16]([C:25](OCC)=[O:26])([C:20](OCC)=[O:21])[C:15]1=O)[C:8]1[CH:13]=[CH:12][CH:11]=[CH:10][CH:9]=1.O.[OH-].[Na+], predict the reaction product. The product is: [CH2:7]([N:14]1[CH2:19][CH2:18][O:17][C:16]([CH2:20][OH:21])([CH2:25][OH:26])[CH2:15]1)[C:8]1[CH:9]=[CH:10][CH:11]=[CH:12][CH:13]=1.